From a dataset of Reaction yield outcomes from USPTO patents with 853,638 reactions. Predict the reaction yield, written as a fraction of the theoretical maximum amount of product (1.0 means a 100% yield; for example, 0.34 means a 34% yield). (1) The reactants are Br[C:2]1[CH:11]=C[C:5](C(OC)=O)=[C:4]([F:12])[CH:3]=1.[B:22]1([B:22]2[O:26][C:25]([CH3:28])([CH3:27])[C:24]([CH3:30])([CH3:29])[O:23]2)[O:26][C:25]([CH3:28])([CH3:27])[C:24]([CH3:30])([CH3:29])[O:23]1.[C:31]([O-:34])(=[O:33])[CH3:32].[K+].O1CCOC[CH2:37]1. The catalyst is C1C=CC(P(C2C=CC=CC=2)[C-]2C=CC=C2)=CC=1.C1C=CC(P(C2C=CC=CC=2)[C-]2C=CC=C2)=CC=1.Cl[Pd]Cl.[Fe+2]. The product is [F:12][C:4]1[CH:5]=[C:32]([CH:11]=[CH:2][C:3]=1[B:22]1[O:23][C:24]([CH3:29])([CH3:30])[C:25]([CH3:27])([CH3:28])[O:26]1)[C:31]([O:34][CH3:37])=[O:33]. The yield is 0.790. (2) The reactants are [C:1]1(=[O:11])[C:9]2[C:4](=[CH:5][CH:6]=[CH:7][CH:8]=2)[C:3](=[O:10])[NH:2]1.[H-].[Na+].Br[CH:15]([C:17]1[CH:25]=[CH:24][CH:23]=[C:22]2[C:18]=1[CH:19]=[CH:20][N:21]2[S:26]([C:29]1[CH:35]=[CH:34][C:32]([CH3:33])=[CH:31][CH:30]=1)(=[O:28])=[O:27])[CH3:16]. The catalyst is CN(C=O)C. The product is [S:26]([N:21]1[C:22]2[C:18](=[C:17]([CH:15]([N:2]3[C:3](=[O:10])[C:4]4[C:9](=[CH:8][CH:7]=[CH:6][CH:5]=4)[C:1]3=[O:11])[CH3:16])[CH:25]=[CH:24][CH:23]=2)[CH:19]=[CH:20]1)([C:29]1[CH:30]=[CH:31][C:32]([CH3:33])=[CH:34][CH:35]=1)(=[O:27])=[O:28]. The yield is 0.860. (3) The reactants are C(=O)([O-])[O-].[K+].[K+].[I-].[Na+].[CH3:9][CH:10]([CH3:26])[C:11]([NH:13][C:14]1[CH:19]=[CH:18][CH:17]=[C:16]([CH:20]2[CH2:25][CH2:24][NH:23][CH2:22][CH2:21]2)[CH:15]=1)=[O:12].Cl[CH2:28][CH2:29][C@H:30]([N:37]1[C:45](=[O:46])[C:44]2[C:39](=[CH:40][CH:41]=[CH:42][CH:43]=2)[C:38]1=[O:47])[C:31]1[CH:36]=[CH:35][CH:34]=[CH:33][CH:32]=1. The catalyst is CN(C=O)C.O. The product is [O:46]=[C:45]1[C:44]2[C:39](=[CH:40][CH:41]=[CH:42][CH:43]=2)[C:38](=[O:47])[N:37]1[C@H:30]([C:31]1[CH:32]=[CH:33][CH:34]=[CH:35][CH:36]=1)[CH2:29][CH2:28][N:23]1[CH2:24][CH2:25][CH:20]([C:16]2[CH:15]=[C:14]([NH:13][C:11](=[O:12])[CH:10]([CH3:26])[CH3:9])[CH:19]=[CH:18][CH:17]=2)[CH2:21][CH2:22]1. The yield is 0.770.